Dataset: Reaction yield outcomes from USPTO patents with 853,638 reactions. Task: Predict the reaction yield, written as a fraction of the theoretical maximum amount of product (1.0 means a 100% yield; for example, 0.34 means a 34% yield). The reactants are [Br:1][C:2]1[CH:7]=[CH:6][C:5]([CH2:8]Br)=[CH:4][C:3]=1[F:10].[C-:11]#[N:12].[K+]. The yield is 0.790. The product is [Br:1][C:2]1[CH:7]=[CH:6][C:5]([CH2:8][C:11]#[N:12])=[CH:4][C:3]=1[F:10]. The catalyst is CCO.